From a dataset of Full USPTO retrosynthesis dataset with 1.9M reactions from patents (1976-2016). Predict the reactants needed to synthesize the given product. (1) Given the product [CH3:1][N:2]([CH3:22])[C:3]1[CH:8]=[CH:7][C:6]([C:9]2[O:10][C:11]3[C:16]([C:17](=[O:20])[C:18]=2[O:19][CH3:23])=[CH:15][C:14]([CH3:21])=[CH:13][CH:12]=3)=[CH:5][CH:4]=1, predict the reactants needed to synthesize it. The reactants are: [CH3:1][N:2]([CH3:22])[C:3]1[CH:8]=[CH:7][C:6]([C:9]2[O:10][C:11]3[C:16]([C:17](=[O:20])[C:18]=2[OH:19])=[CH:15][C:14]([CH3:21])=[CH:13][CH:12]=3)=[CH:5][CH:4]=1.[C:23]([O-])([O-])=O.[K+].[K+].COS(OC)(=O)=O.O. (2) Given the product [NH:8]1[CH2:12][CH2:11][C@H:10]([NH:13][C:14]2[N:23]=[C:22]([N:24]3[CH2:25][CH2:26][N:27]([C:30]([O:32][C:33]([CH3:36])([CH3:35])[CH3:34])=[O:31])[CH2:28][CH2:29]3)[C:21]3[C:16](=[CH:17][CH:18]=[CH:19][CH:20]=3)[N:15]=2)[CH2:9]1, predict the reactants needed to synthesize it. The reactants are: C([N:8]1[CH2:12][CH2:11][C@H:10]([NH:13][C:14]2[N:23]=[C:22]([N:24]3[CH2:29][CH2:28][N:27]([C:30]([O:32][C:33]([CH3:36])([CH3:35])[CH3:34])=[O:31])[CH2:26][CH2:25]3)[C:21]3[C:16](=[CH:17][CH:18]=[CH:19][CH:20]=3)[N:15]=2)[CH2:9]1)C1C=CC=CC=1. (3) Given the product [C:1]1([CH2:7][C:8]([NH:10][C@H:11]([C:13]([NH:16][CH:17]([CH2:24][CH2:23][CH3:22])[CH:18]2[NH:21][C:19]2=[O:20])=[O:15])[CH3:12])=[O:9])[CH:2]=[CH:3][CH:4]=[CH:5][CH:6]=1, predict the reactants needed to synthesize it. The reactants are: [C:1]1([CH2:7][C:8]([NH:10][C@H:11]([C:13]([OH:15])=O)[CH3:12])=[O:9])[CH:6]=[CH:5][CH:4]=[CH:3][CH:2]=1.[NH2:16][CH:17]1[CH2:24][CH2:23][CH2:22][NH:21][C:19](=[O:20])[CH2:18]1. (4) Given the product [CH:22]1([C:20]([N:17]2[CH2:18][CH2:19][C@@H:15]([CH2:14][N:9]3[C:8]([C:5]4[CH:6]=[CH:7][C:2]([C:49]5[N:50]=[C:51]6[CH:56]=[CH:55][CH:54]=[CH:53][N:52]6[CH:57]=5)=[CH:3][CH:4]=4)=[N:12][NH:11][C:10]3=[O:13])[CH2:16]2)=[O:21])[CH2:24][CH2:23]1, predict the reactants needed to synthesize it. The reactants are: Br[C:2]1[CH:7]=[CH:6][C:5]([C:8]2[N:9]([CH2:14][C@@H:15]3[CH2:19][CH2:18][N:17]([C:20]([CH:22]4[CH2:24][CH2:23]4)=[O:21])[CH2:16]3)[C:10](=[O:13])[NH:11][N:12]=2)=[CH:4][CH:3]=1.CC1(C)C(C)(C)OB(B2OC(C)(C)C(C)(C)O2)O1.CC([O-])=O.[K+].Br[C:49]1[N:50]=[C:51]2[CH:56]=[CH:55][CH:54]=[CH:53][N:52]2[CH:57]=1.C([O-])([O-])=O.[Cs+].[Cs+]. (5) Given the product [OH:1][CH:2]([CH:13]1[CH2:14][CH2:15][NH:16][CH2:17][CH2:18]1)[C:3]1[CH:8]=[CH:7][CH:6]=[C:5]([O:9][CH3:10])[C:4]=1[O:11][CH3:12], predict the reactants needed to synthesize it. The reactants are: [OH:1][CH:2]([C:13]1[CH:18]=[CH:17][N:16]=[CH:15][CH:14]=1)[C:3]1[CH:8]=[CH:7][CH:6]=[C:5]([O:9][CH3:10])[C:4]=1[O:11][CH3:12].[H][H].